From a dataset of Forward reaction prediction with 1.9M reactions from USPTO patents (1976-2016). Predict the product of the given reaction. (1) Given the reactants [Br-:1].ClC1C=CC=CC=1C(C1C=CC=CC=1Cl)(O)C(O[C@@H:13]1[CH:18]2[CH2:19][CH2:20][N+:15]([CH2:21][C:22](=[O:29])[NH:23][C:24]3[CH:28]=[CH:27][O:26][N:25]=3)([CH2:16][CH2:17]2)[CH2:14]1)=O.[OH:38][C:39]([C:51]1[CH:56]=[CH:55][C:54]([O:57][CH3:58])=[CH:53][CH:52]=1)([C:43]1[CH:48]=[CH:47][C:46]([O:49][CH3:50])=[CH:45][CH:44]=1)[C:40]([OH:42])=[O:41], predict the reaction product. The product is: [Br-:1].[OH:38][C:39]([C:43]1[CH:44]=[CH:45][C:46]([O:49][CH3:50])=[CH:47][CH:48]=1)([C:51]1[CH:52]=[CH:53][C:54]([O:57][CH3:58])=[CH:55][CH:56]=1)[C:40]([O:42][C@@H:17]1[CH:18]2[CH2:19][CH2:20][N+:15]([CH2:21][C:22](=[O:29])[NH:23][C:24]3[CH:28]=[CH:27][O:26][N:25]=3)([CH2:14][CH2:13]2)[CH2:16]1)=[O:41]. (2) Given the reactants [Cl:1][C:2]1[N:7]=[CH:6][C:5]([C:8]2[CH:9]=[CH:10][C:11]3[N:12]([CH:14]=[C:15]([NH:17][C:18](=[O:20])[CH3:19])[N:16]=3)[N:13]=2)=[CH:4][C:3]=1[NH:21][S:22](C1C=CC(C(O)(C)C)=CC=1)(=[O:24])=[O:23].CC1(C)C(C)(C)OB(C2C=CC3N(C=C(NC(=O)C)N=3)N=2)O1.BrC1C=C(NS([N:69]2[CH2:74][CH2:73][O:72][CH2:71][CH2:70]2)(=O)=O)C(Cl)=NC=1, predict the reaction product. The product is: [Cl:1][C:2]1[N:7]=[CH:6][C:5]([C:8]2[CH:9]=[CH:10][C:11]3[N:12]([CH:14]=[C:15]([NH:17][C:18](=[O:20])[CH3:19])[N:16]=3)[N:13]=2)=[CH:4][C:3]=1[NH:21][S:22]([N:69]1[CH2:74][CH2:73][O:72][CH2:71][CH2:70]1)(=[O:23])=[O:24]. (3) Given the reactants [N:1]1[CH:6]=[CH:5][C:4]([C@H:7]([NH2:9])[CH3:8])=[CH:3][CH:2]=1.Cl[C:11]1[CH:18]=[CH:17][C:14]([C:15]#[N:16])=[CH:13][N:12]=1.C(=O)([O-])[O-].[K+].[K+].C(OCC)(=O)C, predict the reaction product. The product is: [N:1]1[CH:6]=[CH:5][C:4]([C@H:7]([NH:9][C:11]2[CH:18]=[CH:17][C:14]([C:15]#[N:16])=[CH:13][N:12]=2)[CH3:8])=[CH:3][CH:2]=1. (4) Given the reactants [CH3:1][N:2]([CH3:35])[C:3]1([C:29]2[CH:34]=[CH:33][CH:32]=[CH:31][CH:30]=2)[CH2:8][CH2:7][C:6](=[CH:9][C:10]([N:12]2[CH2:17][CH:16]=[C:15]([C:18]3[C:26]4[C:21](=[CH:22][CH:23]=[C:24]([O:27][CH3:28])[CH:25]=4)[NH:20][CH:19]=3)[CH2:14][CH2:13]2)=[O:11])[CH2:5][CH2:4]1.[ClH:36], predict the reaction product. The product is: [ClH:36].[CH3:35][N:2]([CH3:1])[C:3]1([C:29]2[CH:30]=[CH:31][CH:32]=[CH:33][CH:34]=2)[CH2:8][CH2:7][C:6](=[CH:9][C:10]([N:12]2[CH2:13][CH:14]=[C:15]([C:18]3[C:26]4[C:21](=[CH:22][CH:23]=[C:24]([O:27][CH3:28])[CH:25]=4)[NH:20][CH:19]=3)[CH2:16][CH2:17]2)=[O:11])[CH2:5][CH2:4]1. (5) Given the reactants O.[PH2:2]([O-:4])=[O:3].[Na+].S(=O)(=O)(O)O.[CH3:11][C:12]([CH2:14][C:15]([CH3:18])([CH3:17])[CH3:16])=[CH2:13].CC(N=NC(C#N)(C)C)(C#N)C, predict the reaction product. The product is: [CH3:11][CH:12]([CH2:14][C:15]([CH3:18])([CH3:17])[CH3:16])[CH2:13][PH:2](=[O:4])[OH:3]. (6) Given the reactants [CH:1]1([C:4]2[N:8]([CH:9]3[CH2:14][CH2:13][NH:12][CH2:11][CH2:10]3)[N:7]=[CH:6][C:5]=2[C:15]([O:17][CH3:18])=[O:16])[CH2:3][CH2:2]1.C(N(CC)CC)C.[CH:26]([N:29]=[C:30]=[O:31])([CH3:28])[CH3:27], predict the reaction product. The product is: [CH:1]1([C:4]2[N:8]([CH:9]3[CH2:10][CH2:11][N:12]([C:30](=[O:31])[NH:29][CH:26]([CH3:28])[CH3:27])[CH2:13][CH2:14]3)[N:7]=[CH:6][C:5]=2[C:15]([O:17][CH3:18])=[O:16])[CH2:2][CH2:3]1. (7) Given the reactants Cl.[C:2]([CH2:4][NH:5][C:6]([C@@H:8]1[CH2:12][C@@H:11]([S:13]([C:16]2[CH:21]=[CH:20][CH:19]=[CH:18][C:17]=2[C:22]([F:25])([F:24])[F:23])(=[O:15])=[O:14])[CH2:10][NH:9]1)=[O:7])#[N:3].C(N(C(C)C)CC)(C)C.Cl[C:36]([O:38][CH:39]1[CH2:43][CH2:42][CH2:41][CH2:40]1)=[O:37], predict the reaction product. The product is: [CH:39]1([O:38][C:36]([N:9]2[CH2:10][C@H:11]([S:13]([C:16]3[CH:21]=[CH:20][CH:19]=[CH:18][C:17]=3[C:22]([F:25])([F:23])[F:24])(=[O:15])=[O:14])[CH2:12][C@H:8]2[C:6](=[O:7])[NH:5][CH2:4][C:2]#[N:3])=[O:37])[CH2:43][CH2:42][CH2:41][CH2:40]1.